Dataset: Full USPTO retrosynthesis dataset with 1.9M reactions from patents (1976-2016). Task: Predict the reactants needed to synthesize the given product. (1) Given the product [CH3:1][C:2]1[CH:7]=[C:6]([O:8][CH:9]2[CH2:14][CH2:13][CH2:12][CH2:11][O:10]2)[CH:5]=[CH:4][C:3]=1[C:15]1[CH:20]=[CH:19][CH:18]=[C:17]([CH2:21][O:22][C:23]2[CH:24]=[CH:25][C:26]([CH2:29][CH2:30][C:31]([OH:33])=[O:32])=[CH:27][CH:28]=2)[CH:16]=1, predict the reactants needed to synthesize it. The reactants are: [CH3:1][C:2]1[CH:7]=[C:6]([O:8][CH:9]2[CH2:14][CH2:13][CH2:12][CH2:11][O:10]2)[CH:5]=[CH:4][C:3]=1[C:15]1[CH:20]=[CH:19][CH:18]=[C:17]([CH2:21][O:22][C:23]2[CH:28]=[CH:27][C:26]([CH2:29][CH2:30][C:31]([O:33]C)=[O:32])=[CH:25][CH:24]=2)[CH:16]=1.[OH-].[Na+].O.C(O)(=O)CC(CC(O)=O)(C(O)=O)O. (2) Given the product [CH3:34][O:35][CH2:36][C:37]([N:1]1[CH2:2][CH2:3][CH:4]([CH2:7][NH:8][C:9]([C:11]2[C:15]3[N:16]=[CH:17][N:18]=[C:19]([C:20]4[C:28]5[O:27][CH2:26][O:25][C:24]=5[CH:23]=[CH:22][C:21]=4[O:29][CH2:30][CH:31]4[CH2:32][CH2:33]4)[C:14]=3[NH:13][CH:12]=2)=[O:10])[CH2:5][CH2:6]1)=[O:38], predict the reactants needed to synthesize it. The reactants are: [NH:1]1[CH2:6][CH2:5][CH:4]([CH2:7][NH:8][C:9]([C:11]2[C:15]3[N:16]=[CH:17][N:18]=[C:19]([C:20]4[C:28]5[O:27][CH2:26][O:25][C:24]=5[CH:23]=[CH:22][C:21]=4[O:29][CH2:30][CH:31]4[CH2:33][CH2:32]4)[C:14]=3[NH:13][CH:12]=2)=[O:10])[CH2:3][CH2:2]1.[CH3:34][O:35][CH2:36][C:37](Cl)=[O:38].